Predict the product of the given reaction. From a dataset of Forward reaction prediction with 1.9M reactions from USPTO patents (1976-2016). (1) Given the reactants Cl.[NH:2]1[CH2:5][CH:4]([C:6]2[CH:15]=[CH:14][C:13]3[C:8](=[CH:9][CH:10]=[CH:11][CH:12]=3)[N:7]=2)[CH2:3]1.C([O-])([O-])=O.[Cs+].[Cs+].[Br:22][C:23]1[C:24](F)=[N:25][CH:26]=[CH:27][CH:28]=1, predict the reaction product. The product is: [Br:22][C:23]1[C:24]([N:2]2[CH2:3][CH:4]([C:6]3[CH:15]=[CH:14][C:13]4[C:8](=[CH:9][CH:10]=[CH:11][CH:12]=4)[N:7]=3)[CH2:5]2)=[N:25][CH:26]=[CH:27][CH:28]=1. (2) Given the reactants Cl[C:2]1[CH:11]=[CH:10][N:9]=[C:8]2[C:3]=1[C:4]1[CH:16]=[CH:15][CH:14]=[CH:13][C:5]=1[C:6](=[O:12])[NH:7]2.[F:17][C:18]1[CH:24]=[CH:23][CH:22]=[CH:21][C:19]=1[NH2:20], predict the reaction product. The product is: [F:17][C:18]1[CH:24]=[CH:23][CH:22]=[CH:21][C:19]=1[NH:20][C:2]1[CH:11]=[CH:10][N:9]=[C:8]2[C:3]=1[C:4]1[CH:16]=[CH:15][CH:14]=[CH:13][C:5]=1[C:6](=[O:12])[NH:7]2. (3) Given the reactants [F:1][C:2]([F:15])([F:14])[C:3]1[CH:8]=[CH:7][C:6](/[CH:9]=[CH:10]/[C:11]([NH2:13])=[O:12])=[CH:5][CH:4]=1.Cl[CH2:17][C:18]([CH2:20]Cl)=O.O.O.O.C([O-])(=[O:27])C.[Na+].[OH-].[Na+], predict the reaction product. The product is: [OH:27][CH2:17][C:18]1[N:13]=[C:11](/[CH:10]=[CH:9]/[C:6]2[CH:5]=[CH:4][C:3]([C:2]([F:14])([F:15])[F:1])=[CH:8][CH:7]=2)[O:12][CH:20]=1. (4) The product is: [Cl:14][C:15]1[C:24]2[C:19](=[CH:20][CH:21]=[C:22]([C:25]([C:7]3[N:11]([CH3:12])[C:10]([CH3:13])=[N:9][CH:8]=3)([C:27]3[C:28]([CH3:34])=[N:29][C:30]([CH3:33])=[CH:31][CH:32]=3)[OH:26])[CH:23]=2)[N:18]=[C:17]([O:35][CH3:36])[C:16]=1[CH2:37][C:38]1[CH:39]=[CH:40][C:41]([F:44])=[CH:42][CH:43]=1. Given the reactants [Li]CCCC.Br[C:7]1[N:11]([CH3:12])[C:10]([CH3:13])=[N:9][CH:8]=1.[Cl:14][C:15]1[C:24]2[C:19](=[CH:20][CH:21]=[C:22]([C:25]([C:27]3[C:28]([CH3:34])=[N:29][C:30]([CH3:33])=[CH:31][CH:32]=3)=[O:26])[CH:23]=2)[N:18]=[C:17]([O:35][CH3:36])[C:16]=1[CH2:37][C:38]1[CH:43]=[CH:42][C:41]([F:44])=[CH:40][CH:39]=1, predict the reaction product. (5) Given the reactants Cl.[C:2]([C:5]1[CH:10]=[CH:9][C:8]([NH:11][CH2:12][C:13]2[N:17]([CH3:18])[C:16]3[CH:19]=[CH:20][C:21]([C@@:23]([NH:32][CH2:33][C:34]([O:36][CH2:37][CH2:38][CH3:39])=[O:35])([C:25]([N:27]4[CH2:31][CH2:30][CH2:29][CH2:28]4)=[O:26])[CH3:24])=[CH:22][C:15]=3[N:14]=2)=[CH:7][CH:6]=1)(=[NH:4])[NH2:3].O.[C:41]1([CH3:51])[CH:46]=[CH:45][C:44]([S:47]([OH:50])(=[O:49])=[O:48])=[CH:43][CH:42]=1.[OH-].[Na+], predict the reaction product. The product is: [C:41]1([CH3:51])[CH:42]=[CH:43][C:44]([S:47]([OH:50])(=[O:48])=[O:49])=[CH:45][CH:46]=1.[C:2]([C:5]1[CH:10]=[CH:9][C:8]([NH:11][CH2:12][C:13]2[N:17]([CH3:18])[C:16]3[CH:19]=[CH:20][C:21]([C@@:23]([NH:32][CH2:33][C:34]([O:36][CH2:37][CH2:38][CH3:39])=[O:35])([C:25]([N:27]4[CH2:31][CH2:30][CH2:29][CH2:28]4)=[O:26])[CH3:24])=[CH:22][C:15]=3[N:14]=2)=[CH:7][CH:6]=1)(=[NH:3])[NH2:4]. (6) Given the reactants [N+:1]([C:4]1[CH:5]=[C:6]([CH:22]=[CH:23][CH:24]=1)[CH2:7][N:8]1[CH2:13][CH2:12][CH:11]([NH:14]C(=O)OC(C)(C)C)[CH2:10][CH2:9]1)([O-:3])=[O:2], predict the reaction product. The product is: [N+:1]([C:4]1[CH:5]=[C:6]([CH:22]=[CH:23][CH:24]=1)[CH2:7][N:8]1[CH2:9][CH2:10][CH:11]([NH2:14])[CH2:12][CH2:13]1)([O-:3])=[O:2]. (7) The product is: [NH:41]1[C:42]2[CH:47]=[CH:46][CH:45]=[CH:44][C:43]=2[N:48]=[C:12]1[CH:11]([NH:10][C:8](=[O:9])[O:7][C:3]([CH3:6])([CH3:5])[CH3:4])[CH2:15][C:16]1[CH:21]=[CH:20][C:19]([O:22][CH3:23])=[C:18]([F:24])[CH:17]=1. Given the reactants N#N.[C:3]([O:7][C:8]([NH:10][CH:11]([CH2:15][C:16]1[CH:21]=[CH:20][C:19]([O:22][CH3:23])=[C:18]([F:24])[CH:17]=1)[C:12](O)=O)=[O:9])([CH3:6])([CH3:5])[CH3:4].C(N1CCOCC1)C.CN(C(O[N:41]1N=[N:48][C:43]2[CH:44]=[CH:45][CH:46]=[CH:47][C:42]1=2)=[N+](C)C)C.[B-](F)(F)(F)F.C1(N)C(N)=CC=CC=1, predict the reaction product.